This data is from Forward reaction prediction with 1.9M reactions from USPTO patents (1976-2016). The task is: Predict the product of the given reaction. (1) Given the reactants [Cl:1][C:2]1[CH:3]=[N:4][CH:5]=[CH:6][C:7]=1[C:8]1[CH:9]=[C:10](O)[N:11]=[N:12][C:13]=1[C:14]1[CH:19]=[CH:18][C:17]([C:20]([F:23])([F:22])[F:21])=[CH:16][CH:15]=1.[Cl:25]P(=O)(Cl)Cl, predict the reaction product. The product is: [Cl:25][C:10]1[N:11]=[N:12][C:13]([C:14]2[CH:19]=[CH:18][C:17]([C:20]([F:23])([F:22])[F:21])=[CH:16][CH:15]=2)=[C:8]([C:7]2[CH:6]=[CH:5][N:4]=[CH:3][C:2]=2[Cl:1])[CH:9]=1. (2) The product is: [Cl:17][CH:6]([CH2:12][CH2:13][CH2:14][CH2:15][CH3:16])[CH2:7][CH2:8][CH2:9][CH2:10][CH3:11]. Given the reactants CS(O[CH:6]([CH2:12][CH2:13][CH2:14][CH2:15][CH3:16])[CH2:7][CH2:8][CH2:9][CH2:10][CH3:11])(=O)=O.[Cl-:17].[Li+].O, predict the reaction product.